This data is from Catalyst prediction with 721,799 reactions and 888 catalyst types from USPTO. The task is: Predict which catalyst facilitates the given reaction. (1) Reactant: [O:1]=[C:2]([C:9]1[CH:14]=[CH:13][C:12]([C:15]2[CH:20]=[CH:19][C:18]([C:21]([F:24])([F:23])[F:22])=[CH:17][CH:16]=2)=[CH:11][CH:10]=1)[CH2:3][CH2:4][C:5]([O:7]C)=[O:6]. Product: [O:1]=[C:2]([C:9]1[CH:14]=[CH:13][C:12]([C:15]2[CH:20]=[CH:19][C:18]([C:21]([F:22])([F:23])[F:24])=[CH:17][CH:16]=2)=[CH:11][CH:10]=1)[CH2:3][CH2:4][C:5]([OH:7])=[O:6]. The catalyst class is: 33. (2) Reactant: C([O:5][C:6](=[O:26])[CH2:7][C:8]1[CH:13]=[CH:12][C:11]([NH:14][C:15]([C:17]2[C:18]3[CH:25]=[CH:24][CH:23]=[CH:22][C:19]=3[S:20][CH:21]=2)=[O:16])=[CH:10][CH:9]=1)(C)(C)C.Cl.[O:28]1CCOC[CH2:29]1. Product: [S:20]1[CH:21]=[C:17]([C:15]([NH:14][C:11]2[CH:12]=[CH:13][C:8]([CH2:7][C:6]([OH:5])=[O:26])=[CH:9][C:10]=2[O:28][CH3:29])=[O:16])[C:18]2[CH:25]=[CH:24][CH:23]=[CH:22][C:19]1=2. The catalyst class is: 22. (3) The catalyst class is: 12. Reactant: [Br:1][C:2]1[C:3]([C:12]2[O:13][CH:14]=[CH:15][CH:16]=2)=[N:4][C:5]([NH2:11])=[N:6][C:7]=1[S:8]([CH3:10])=O.[CH2:17](S)[CH2:18][CH2:19]C.C1CCN2C(=NCCC2)CC1. Product: [Br:1][C:2]1[C:7]([S:8][CH2:10][CH2:17][CH2:18][CH3:19])=[N:6][C:5]([NH2:11])=[N:4][C:3]=1[C:12]1[O:13][CH:14]=[CH:15][CH:16]=1. (4) Reactant: Br[C:2]1[CH:3]=[CH:4][C:5]2[N:9]=[C:8]([C@@H:10]3[CH2:14][CH2:13][CH2:12][N:11]3[C:15]([O:17][C:18]([CH3:21])([CH3:20])[CH3:19])=[O:16])[N:7]([CH2:22][O:23][CH2:24][CH2:25][Si:26]([CH3:29])([CH3:28])[CH3:27])[C:6]=2[CH:30]=1.[B:31]1([B:31]2[O:35][C:34]([CH3:37])([CH3:36])[C:33]([CH3:39])([CH3:38])[O:32]2)[O:35][C:34]([CH3:37])([CH3:36])[C:33]([CH3:39])([CH3:38])[O:32]1.C([O-])(=O)C.[K+]. Product: [CH3:38][C:33]1([CH3:39])[C:34]([CH3:37])([CH3:36])[O:35][B:31]([C:2]2[CH:3]=[CH:4][C:5]3[N:9]=[C:8]([C@@H:10]4[CH2:14][CH2:13][CH2:12][N:11]4[C:15]([O:17][C:18]([CH3:21])([CH3:20])[CH3:19])=[O:16])[N:7]([CH2:22][O:23][CH2:24][CH2:25][Si:26]([CH3:29])([CH3:28])[CH3:27])[C:6]=3[CH:30]=2)[O:32]1. The catalyst class is: 12. (5) Reactant: C(C1C2C(C=CC=1)=[N:7][N:6]1[C:12]([CH:17]3[CH2:22][CH2:21][N:20]([C:23]([O:25][C:26]([CH3:29])([CH3:28])[CH3:27])=[O:24])[CH2:19][CH2:18]3)=[CH:13][C:14](=[O:16])[NH:15]C=21)#N.[OH-].[Na+].[C:32](OCC)(=O)[CH3:33].[C:38]([OH:50])(=[O:49])[CH2:39][C:40]([CH2:45][C:46](O)=O)([C:42](O)=O)O. Product: [C:26]([O:25][C:23]([N:20]1[CH2:19][CH2:18][CH:17]([C:12]2[N:6]3[N:7]=[C:45]4[C:40]([C:39]([C:38]([OH:50])=[O:49])=[CH:33][CH:32]=[CH:46]4)=[C:42]3[NH:15][C:14](=[O:16])[CH:13]=2)[CH2:22][CH2:21]1)=[O:24])([CH3:29])([CH3:28])[CH3:27]. The catalyst class is: 97. (6) Reactant: [CH:1]([C:4]1[C:8]2=[N:9][C:10]([C:13]([NH:15][C:16]3[CH:17]=[N:18][CH:19]=[CH:20][C:21]=3[N:22]3[CH2:27][CH2:26][CH2:25][C@H:24]([NH:28]C(=O)OC(C)(C)C)[CH2:23]3)=[O:14])=[CH:11][CH:12]=[C:7]2[O:6][CH:5]=1)([CH3:3])[CH3:2].C(O)(C(F)(F)F)=O.N. Product: [NH2:28][C@H:24]1[CH2:25][CH2:26][CH2:27][N:22]([C:21]2[CH:20]=[CH:19][N:18]=[CH:17][C:16]=2[NH:15][C:13]([C:10]2[N:9]=[C:8]3[C:4]([CH:1]([CH3:3])[CH3:2])=[CH:5][O:6][C:7]3=[CH:12][CH:11]=2)=[O:14])[CH2:23]1. The catalyst class is: 2. (7) Reactant: [C:1]([C:3]1[CH:4]=[C:5]([CH:10]=[CH:11][C:12]=1[CH3:13])[C:6]([O:8][CH3:9])=[O:7])#[N:2].P(OCC)(OCC)([S-])=[S:15]. Product: [C:1]([C:3]1[CH:4]=[C:5]([CH:10]=[CH:11][C:12]=1[CH3:13])[C:6]([O:8][CH3:9])=[O:7])(=[S:15])[NH2:2]. The catalyst class is: 20. (8) Reactant: [F:1][C:2]([F:41])([O:26][C:27]1[CH:36]=[C:35]([C:37]([O:39]C)=[O:38])[CH:34]=[CH:33][C:28]=1[C:29]([O:31]C)=[O:30])[CH:3]([F:25])[O:4][C:5]([F:24])([F:23])[C:6]([F:22])([O:11][C:12]([F:21])([F:20])[C:13]([F:19])([F:18])[C:14]([F:17])([F:16])[F:15])[C:7]([F:10])([F:9])[F:8].[OH-].[K+].Cl. Product: [F:1][C:2]([F:41])([O:26][C:27]1[CH:36]=[C:35]([C:37]([OH:39])=[O:38])[CH:34]=[CH:33][C:28]=1[C:29]([OH:31])=[O:30])[CH:3]([F:25])[O:4][C:5]([F:23])([F:24])[C:6]([F:22])([O:11][C:12]([F:20])([F:21])[C:13]([F:18])([F:19])[C:14]([F:16])([F:15])[F:17])[C:7]([F:10])([F:9])[F:8]. The catalyst class is: 6. (9) Reactant: [OH:1][CH2:2][C:3]1[O:7][N:6]=[C:5]([C:8]([O:10]CC)=[O:9])[CH:4]=1.[F:13][C:14]1[CH:15]=[C:16]([CH:19]=[C:20]([F:22])[CH:21]=1)[CH2:17]Br.C1OCCOCCOCCOCCOCCOC1.[H-].[Na+].Cl.[OH-].[K+]. Product: [F:13][C:14]1[CH:15]=[C:16]([CH:19]=[C:20]([F:22])[CH:21]=1)[CH2:17][O:1][CH2:2][C:3]1[O:7][N:6]=[C:5]([C:8]([OH:10])=[O:9])[CH:4]=1. The catalyst class is: 30.